From a dataset of Full USPTO retrosynthesis dataset with 1.9M reactions from patents (1976-2016). Predict the reactants needed to synthesize the given product. (1) Given the product [CH:1]12[N:7]([C:8]3[CH:9]=[CH:10][C:11]([NH2:20])=[C:12]([C:14]#[C:15][CH2:16][N:17]([CH3:19])[CH3:18])[CH:13]=3)[CH:4]([CH2:5][CH2:6]1)[CH2:3][CH2:2]2, predict the reactants needed to synthesize it. The reactants are: [CH:1]12[N:7]([C:8]3[CH:9]=[CH:10][C:11]([N+:20]([O-])=O)=[C:12]([C:14]#[C:15][CH2:16][N:17]([CH3:19])[CH3:18])[CH:13]=3)[CH:4]([CH2:5][CH2:6]1)[CH2:3][CH2:2]2. (2) Given the product [OH:16][B:15]1[CH:14]([NH:28][C:29](=[O:38])[CH2:30][N:31]2[CH2:36][CH2:35][CH:34]([OH:37])[CH2:33][CH2:32]2)[CH2:13][C:9]2[CH:10]=[CH:11][CH:12]=[C:7]([C:6]([OH:5])=[O:41])[C:8]=2[O:23]1, predict the reactants needed to synthesize it. The reactants are: C([O:5][C:6](=[O:41])[C:7]1[CH:12]=[CH:11][CH:10]=[C:9]([CH2:13][CH:14]([NH:28][C:29](=[O:38])[CH2:30][N:31]2[CH2:36][CH2:35][CH:34]([OH:37])[CH2:33][CH2:32]2)[B:15]2[O:23]C3C(C)(C4CC(C3)C4(C)C)[O:16]2)[C:8]=1OC)(C)(C)C.B(Cl)(Cl)Cl. (3) Given the product [C:49]([O:52][C:53]([NH:65][C@@:4]1([CH3:19])[CH2:8][CH2:7][N:6]([C:9]([O:11][CH2:12][C:13]2[CH:14]=[CH:15][CH:16]=[CH:17][CH:18]=2)=[O:10])[CH2:5]1)=[O:55])([CH3:51])([CH3:50])[CH3:48], predict the reactants needed to synthesize it. The reactants are: C([C@@:4]1([CH3:19])[CH2:8][CH2:7][N:6]([C:9]([O:11][CH2:12][C:13]2[CH:18]=[CH:17][CH:16]=[CH:15][CH:14]=2)=[O:10])[CH2:5]1)(=O)N.FC(F)(F)C(OI(C1C=CC=CC=1)OC(=O)C(F)(F)F)=O.Cl.C([O-])([O-])=O.[K+].[K+].[CH3:48][C:49]([O:52][C:53]([O:55]C(OC(C)(C)C)=O)=O)([CH3:51])[CH3:50].CC#[N:65].O. (4) Given the product [C:33]([O:37][C:38]([N:40]1[CH2:41][CH2:42][CH:43]([NH:48][C:12]([C:10]2[S:11][C:7]3[C:6]([N:15]4[CH2:20][CH2:19][O:18][CH2:17][CH2:16]4)=[CH:5][CH:4]=[C:3]([O:2][CH3:1])[C:8]=3[N:9]=2)=[O:14])[CH:44]([OH:47])[CH2:45][CH2:46]1)=[O:39])([CH3:36])([CH3:34])[CH3:35], predict the reactants needed to synthesize it. The reactants are: [CH3:1][O:2][C:3]1[C:8]2[N:9]=[C:10]([C:12]([OH:14])=O)[S:11][C:7]=2[C:6]([N:15]2[CH2:20][CH2:19][O:18][CH2:17][CH2:16]2)=[CH:5][CH:4]=1.C(N1C=CN=C1)(N1C=CN=C1)=O.[C:33]([O:37][C:38]([N:40]1[CH2:46][CH2:45][CH:44]([OH:47])[CH:43]([NH2:48])[CH2:42][CH2:41]1)=[O:39])([CH3:36])([CH3:35])[CH3:34].O. (5) Given the product [CH:49]1([C:52]([CH:57]2[CH2:59][CH2:58]2)([OH:56])[CH2:53][CH2:54][NH:1][C@:2]23[CH2:45][CH2:44][C@@H:43]([C:46]([CH3:48])=[CH2:47])[C@@H:3]2[C@@H:4]2[C@@:17]([CH3:20])([CH2:18][CH2:19]3)[C@@:16]3([CH3:21])[C@@H:7]([C@:8]4([CH3:42])[C@@H:13]([CH2:14][CH2:15]3)[C:12]([CH3:22])([CH3:23])[C:11]([C:24]3[CH2:29][CH2:28][C@@:27]([CH2:40][F:41])([C:30]([O:32][CH2:33][C:34]5[CH:35]=[CH:36][CH:37]=[CH:38][CH:39]=5)=[O:31])[CH2:26][CH:25]=3)=[CH:10][CH2:9]4)[CH2:6][CH2:5]2)[CH2:51][CH2:50]1, predict the reactants needed to synthesize it. The reactants are: [NH2:1][C@:2]12[CH2:45][CH2:44][C@@H:43]([C:46]([CH3:48])=[CH2:47])[C@@H:3]1[C@@H:4]1[C@@:17]([CH3:20])([CH2:18][CH2:19]2)[C@@:16]2([CH3:21])[C@@H:7]([C@:8]3([CH3:42])[C@@H:13]([CH2:14][CH2:15]2)[C:12]([CH3:23])([CH3:22])[C:11]([C:24]2[CH2:29][CH2:28][C@@:27]([CH2:40][F:41])([C:30]([O:32][CH2:33][C:34]4[CH:39]=[CH:38][CH:37]=[CH:36][CH:35]=4)=[O:31])[CH2:26][CH:25]=2)=[CH:10][CH2:9]3)[CH2:6][CH2:5]1.[CH:49]1([C:52]([CH:57]2[CH2:59][CH2:58]2)([OH:56])[CH2:53][CH:54]=O)[CH2:51][CH2:50]1.C(=O)(O)[O-].[Na+].